Dataset: Reaction yield outcomes from USPTO patents with 853,638 reactions. Task: Predict the reaction yield, written as a fraction of the theoretical maximum amount of product (1.0 means a 100% yield; for example, 0.34 means a 34% yield). The reactants are [Cl:1][C:2]1[N:3]=[N:4][C:5](Cl)=[CH:6][CH:7]=1.CO.[CH3:11][NH:12][CH3:13]. No catalyst specified. The product is [CH3:11][N:12]([C:5]1[N:4]=[N:3][C:2]([Cl:1])=[CH:7][CH:6]=1)[CH3:13]. The yield is 0.960.